Dataset: Reaction yield outcomes from USPTO patents with 853,638 reactions. Task: Predict the reaction yield, written as a fraction of the theoretical maximum amount of product (1.0 means a 100% yield; for example, 0.34 means a 34% yield). The reactants are [Cl:1][C:2]1[CH:7]=[C:6]([N:8]([CH3:10])[CH3:9])[CH:5]=[CH:4][C:3]=1[C:11]1[S:12][C:13]2[CH:19]([OH:20])[CH2:18][CH2:17][CH2:16][C:14]=2[N:15]=1.[C:21](OC(=O)C)(=[O:23])[CH3:22]. The catalyst is CN(C)C1C=CN=CC=1.C(Cl)Cl. The product is [C:21]([O:20][CH:19]1[C:13]2[S:12][C:11]([C:3]3[CH:4]=[CH:5][C:6]([N:8]([CH3:10])[CH3:9])=[CH:7][C:2]=3[Cl:1])=[N:15][C:14]=2[CH2:16][CH2:17][CH2:18]1)(=[O:23])[CH3:22]. The yield is 0.770.